This data is from Reaction yield outcomes from USPTO patents with 853,638 reactions. The task is: Predict the reaction yield, written as a fraction of the theoretical maximum amount of product (1.0 means a 100% yield; for example, 0.34 means a 34% yield). (1) The reactants are [OH:1][CH2:2][C:3]1[C:4]([C:12]([OH:15])([CH3:14])[CH3:13])=[N:5][N:6]2[CH:11]=[CH:10][CH:9]=[CH:8][C:7]=12. The catalyst is O1CCCC1.[O-2].[Mn+4].[O-2]. The product is [OH:15][C:12]([C:4]1[C:3]([CH:2]=[O:1])=[C:7]2[CH:8]=[CH:9][CH:10]=[CH:11][N:6]2[N:5]=1)([CH3:13])[CH3:14]. The yield is 0.670. (2) The reactants are [F:1][C:2]1[CH:7]=[CH:6][CH:5]=[CH:4][C:3]=1[C:8]1[NH:12][CH:11]=[C:10]([CH:13]=[O:14])[CH:9]=1.[I:15]N1C(=O)CCC1=O.O. The catalyst is CN(C)C=O. The product is [F:1][C:2]1[CH:7]=[CH:6][CH:5]=[CH:4][C:3]=1[C:8]1[NH:12][CH:11]=[C:10]([CH:13]=[O:14])[C:9]=1[I:15]. The yield is 0.140. (3) The reactants are Cl[C:2]1[N:11]=[C:10]([Cl:12])[CH:9]=[CH:8][C:3]=1[C:4]([O:6][CH3:7])=[O:5].[F:13][C:14]1[CH:15]=[C:16]([CH:20]=[CH:21][CH:22]=1)[CH2:17][CH2:18][NH2:19].C([O-])([O-])=O.[K+].[K+].CN1C(=O)CCC1. The catalyst is C(OCC)(=O)C. The product is [Cl:12][C:10]1[CH:9]=[CH:8][C:3]([C:4]([O:6][CH3:7])=[O:5])=[C:2]([NH:19][CH2:18][CH2:17][C:16]2[CH:20]=[CH:21][CH:22]=[C:14]([F:13])[CH:15]=2)[N:11]=1. The yield is 0.540. (4) The reactants are [C:1](OCC)(=O)[C:2]([O:4][CH2:5][CH3:6])=[O:3].[CH2:11]([O:18][CH2:19][C:20]([O:22]CC)=O)[C:12]1[CH:17]=[CH:16][CH:15]=[CH:14][CH:13]=1.[H-].[Na+].[O-]CC.[Na+].Cl.[NH2:32][C:33]([NH2:35])=[NH:34]. The catalyst is O1CCCC1.C(O)C.C(O)(=O)C. The product is [CH2:5]([O:4][C:2]([C:1]1[N:32]=[C:33]([NH2:35])[NH:34][C:20](=[O:22])[C:19]=1[O:18][CH2:11][C:12]1[CH:13]=[CH:14][CH:15]=[CH:16][CH:17]=1)=[O:3])[CH3:6]. The yield is 0.0500. (5) The reactants are C(O[C:4](=O)[CH2:5][C:6]#[N:7])C.[H-].[Na+].F[C:12]1[CH:17]=[CH:16][C:15]([N+:18]([O-:20])=[O:19])=[CH:14][C:13]=1C. The catalyst is CN(C=O)C. The product is [CH3:12][C:13]1[CH:14]=[C:15]([N+:18]([O-:20])=[O:19])[CH:16]=[CH:17][C:4]=1[CH2:5][C:6]#[N:7]. The yield is 0.750. (6) The reactants are [CH2:1]([O:8][CH2:9][N:10]1[C:18]2[C:13](=[CH:14][C:15](Br)=[CH:16][CH:17]=2)[C:12]([CH3:20])=[N:11]1)[C:2]1[CH:7]=[CH:6][CH:5]=[CH:4][CH:3]=1.[B:21](OC(C)C)([O:26]C(C)C)[O:22]C(C)C.C([Li])CCC. The catalyst is C1(C)C=CC=CC=1.C1COCC1. The product is [CH2:1]([O:8][CH2:9][N:10]1[C:18]2[C:13](=[CH:14][C:15]([B:21]([OH:26])[OH:22])=[CH:16][CH:17]=2)[C:12]([CH3:20])=[N:11]1)[C:2]1[CH:7]=[CH:6][CH:5]=[CH:4][CH:3]=1. The yield is 0.810. (7) The reactants are [Br:1][C:2]1[CH:7]=[C:6]([N+:8]([O-])=O)[CH:5]=[CH:4][C:3]=1[N:11]1[C:20](=[O:21])[C:19]2[C:14](=[CH:15][CH:16]=[CH:17][CH:18]=2)[NH:13][C:12]1=[O:22].O.O.[Sn](Cl)Cl.[OH-].[Na+]. The catalyst is C(OCC)(=O)C. The product is [NH2:8][C:6]1[CH:5]=[CH:4][C:3]([N:11]2[C:20](=[O:21])[C:19]3[C:14](=[CH:15][CH:16]=[CH:17][CH:18]=3)[NH:13][C:12]2=[O:22])=[C:2]([Br:1])[CH:7]=1. The yield is 0.940.